Dataset: Peptide-MHC class II binding affinity with 134,281 pairs from IEDB. Task: Regression. Given a peptide amino acid sequence and an MHC pseudo amino acid sequence, predict their binding affinity value. This is MHC class II binding data. (1) The MHC is DRB1_0101 with pseudo-sequence DRB1_0101. The peptide sequence is DYFESFSSFFSGSCL. The binding affinity (normalized) is 0.268. (2) The binding affinity (normalized) is 0.344. The peptide sequence is AETCPIFYDVFFAVA. The MHC is DRB1_0802 with pseudo-sequence DRB1_0802. (3) The peptide sequence is GNQEGSLKTALTGAM. The MHC is HLA-DQA10501-DQB10402 with pseudo-sequence HLA-DQA10501-DQB10402. The binding affinity (normalized) is 0. (4) The peptide sequence is KGDEQKLRSAGELEL. The MHC is DRB1_0405 with pseudo-sequence DRB1_0405. The binding affinity (normalized) is 0.0374. (5) The peptide sequence is MRILVRGNSPAFNYN. The MHC is DRB4_0101 with pseudo-sequence DRB4_0103. The binding affinity (normalized) is 0.248. (6) The MHC is HLA-DPA10301-DPB10402 with pseudo-sequence HLA-DPA10301-DPB10402. The peptide sequence is EEDIEIIPIQEEEY. The binding affinity (normalized) is 0.341. (7) The peptide sequence is DLGRNEVVNDVSTFS. The MHC is DRB1_0401 with pseudo-sequence DRB1_0401. The binding affinity (normalized) is 0.405.